From a dataset of Full USPTO retrosynthesis dataset with 1.9M reactions from patents (1976-2016). Predict the reactants needed to synthesize the given product. (1) Given the product [OH:31][C:23]1[C:24]([CH:28]([OH:30])[CH3:29])=[CH:25][CH:26]=[CH:27][C:22]=1[NH:21][C:20]1[C:17](=[O:16])[C:18](=[O:33])[C:19]=1[NH:13][CH:7]([C:5]1[O:6][C:2]([CH3:1])=[CH:3][CH:4]=1)[C:8]1([CH3:12])[CH2:9][O:10][CH2:11]1, predict the reactants needed to synthesize it. The reactants are: [CH3:1][C:2]1[O:6][C:5]([CH:7]([NH2:13])[C:8]2([CH3:12])[CH2:11][O:10][CH2:9]2)=[CH:4][CH:3]=1.C([O:16][C:17]1[C:18](=[O:33])[C:19](=O)[C:20]=1[NH:21][C:22]1[CH:27]=[CH:26][CH:25]=[C:24]([CH:28]([OH:30])[CH3:29])[C:23]=1[OH:31])C. (2) Given the product [Cl:26][C:27]1[CH:32]=[C:31]([C:33]2([C:35]([F:38])([F:36])[F:37])[O:9][N:10]=[C:11]([C:12]3[C:21]4[C:16](=[CH:17][CH:18]=[CH:19][CH:20]=4)[C:15]([C:22]([O:24][CH3:25])=[O:23])=[CH:14][CH:13]=3)[CH2:34]2)[CH:30]=[C:29]([Cl:39])[CH:28]=1, predict the reactants needed to synthesize it. The reactants are: ClN1C(=O)CCC1=O.[OH:9][N:10]=[CH:11][C:12]1[C:21]2[C:16](=[CH:17][CH:18]=[CH:19][CH:20]=2)[C:15]([C:22]([O:24][CH3:25])=[O:23])=[CH:14][CH:13]=1.[Cl:26][C:27]1[CH:32]=[C:31]([C:33]([C:35]([F:38])([F:37])[F:36])=[CH2:34])[CH:30]=[C:29]([Cl:39])[CH:28]=1.BrC(C(F)(F)F)=C.FF.C(N(CC)CC)C. (3) Given the product [OH:47][CH:46]([C:45]1[CH:44]=[CH:43][C:42]([C:37]2[CH:38]=[CH:39][CH:40]=[CH:41][N:36]=2)=[CH:49][CH:48]=1)[C:25]1[S:26][C:20]2[N:19]([CH:32]([CH3:34])[CH3:33])[C:18](=[O:35])[N:17]([CH3:16])[C:22](=[O:23])[C:21]=2[C:24]=1[C:27]([O:29][CH2:30][CH3:31])=[O:28], predict the reactants needed to synthesize it. The reactants are: C([N-]C(C)C)(C)C.[Li+].C(NC(C)C)(C)C.[CH3:16][N:17]1[C:22](=[O:23])[C:21]2[C:24]([C:27]([O:29][CH2:30][CH3:31])=[O:28])=[CH:25][S:26][C:20]=2[N:19]([CH:32]([CH3:34])[CH3:33])[C:18]1=[O:35].[N:36]1[CH:41]=[CH:40][CH:39]=[CH:38][C:37]=1[C:42]1[CH:49]=[CH:48][C:45]([CH:46]=[O:47])=[CH:44][CH:43]=1. (4) Given the product [Cl:1][C:2]1[N:7]=[N:6][C:5]([N:8]([CH3:9])[C:28](=[O:30])[C:27]2[CH:31]=[C:32]([C:34]([F:35])([F:36])[F:37])[CH:33]=[C:25]([S:22]([CH3:38])(=[O:23])=[O:24])[CH:26]=2)=[C:4]([C:10]2[CH:11]=[CH:12][CH:13]=[CH:14][CH:15]=2)[CH:3]=1, predict the reactants needed to synthesize it. The reactants are: [Cl:1][C:2]1[N:7]=[N:6][C:5]([NH:8][CH3:9])=[C:4]([C:10]2[CH:15]=[CH:14][CH:13]=[CH:12][CH:11]=2)[CH:3]=1.N1([S:22]([C:25]2[CH:26]=[C:27]([CH:31]=[C:32]([C:34]([F:37])([F:36])[F:35])[CH:33]=2)[C:28]([OH:30])=O)(=[O:24])=[O:23])CCOCC1.[CH3:38]CCCCCC.C(OCC)(=O)C. (5) Given the product [Br:1][CH2:14][C:12]1[N:11]=[CH:10][N:9]=[C:8]([C:6]([N:5]([O:4][CH3:3])[CH3:15])=[O:7])[CH:13]=1, predict the reactants needed to synthesize it. The reactants are: [Br:1]Br.[CH3:3][O:4][N:5]([CH3:15])[C:6]([C:8]1[CH:13]=[C:12]([CH3:14])[N:11]=[CH:10][N:9]=1)=[O:7].C(OCC)(=O)C.[OH-].[Na+]. (6) The reactants are: C(OC(=O)[NH:7][C:8]1[CH:13]=[C:12]([Cl:14])[C:11]([C:15]([F:18])([F:17])[F:16])=[CH:10][C:9]=1[NH:19][C:20](=[O:40])[CH2:21][C:22]([C:24]1[CH:29]=[CH:28][CH:27]=[C:26]([C:30]2[CH:35]=[CH:34][N:33]=[C:32]([CH2:36][CH:37]([CH3:39])[CH3:38])[CH:31]=2)[CH:25]=1)=O)(C)(C)C.C(O)(C(F)(F)F)=O. Given the product [Cl:14][C:12]1[C:11]([C:15]([F:18])([F:17])[F:16])=[CH:10][C:9]2[NH:19][C:20](=[O:40])[CH2:21][C:22]([C:24]3[CH:29]=[CH:28][CH:27]=[C:26]([C:30]4[CH:35]=[CH:34][N:33]=[C:32]([CH2:36][CH:37]([CH3:39])[CH3:38])[CH:31]=4)[CH:25]=3)=[N:7][C:8]=2[CH:13]=1, predict the reactants needed to synthesize it. (7) Given the product [CH2:12]([O:1][C:2]1[CH:9]=[CH:8][C:5]([C:6]#[N:7])=[CH:4][CH:3]=1)[CH:11]=[CH2:10], predict the reactants needed to synthesize it. The reactants are: [OH:1][C:2]1[CH:9]=[CH:8][C:5]([C:6]#[N:7])=[CH:4][CH:3]=1.[CH2:10](Br)[CH:11]=[CH2:12].C(=O)([O-])[O-].[Cs+].[Cs+].O. (8) Given the product [Br:1][C:2]1[CH:7]=[C:6]([N+:8]([O-:10])=[O:9])[CH:5]=[C:4]([Br:11])[C:3]=1[O:12][CH2:4][CH2:3][CH2:2][CH2:7][CH2:6][CH2:29][N:31]1[C:32](=[O:33])[C:27]2[C:26](=[CH:36][CH:35]=[CH:34][CH:28]=2)[C:13]1=[O:16], predict the reactants needed to synthesize it. The reactants are: [Br:1][C:2]1[CH:7]=[C:6]([N+:8]([O-:10])=[O:9])[CH:5]=[C:4]([Br:11])[C:3]=1[OH:12].[C:13](=[O:16])([O-])[O-].[K+].[K+].BrCCCCCC[C:26]1[CH:36]=[CH:35][CH:34]=[C:28]2[C:29]([NH:31][C:32](=[O:33])[C:27]=12)=O.